Predict the reactants needed to synthesize the given product. From a dataset of Full USPTO retrosynthesis dataset with 1.9M reactions from patents (1976-2016). (1) Given the product [Cl:21][C:19]1[CH:20]=[C:15]([NH:3][C:4]2[CH:13]=[CH:12][CH:11]=[CH:10][C:5]=2[C:6]([NH:8][CH3:9])=[O:7])[C:16]([C:22]#[N:23])=[CH:17][N:18]=1, predict the reactants needed to synthesize it. The reactants are: [H-].[Na+].[NH2:3][C:4]1[CH:13]=[CH:12][CH:11]=[CH:10][C:5]=1[C:6]([NH:8][CH3:9])=[O:7].Cl[C:15]1[CH:20]=[C:19]([Cl:21])[N:18]=[CH:17][C:16]=1[C:22]#[N:23]. (2) Given the product [OH:17][NH:9][CH2:8][CH:7]([NH:25][C:26](=[O:48])[C:27]1[CH:32]=[CH:31][C:30]([C:33]#[C:34][C:35]2[CH:40]=[CH:39][C:38]([CH2:41][N:42]3[CH2:47][CH2:46][O:45][CH2:44][CH2:43]3)=[CH:37][CH:36]=2)=[CH:29][CH:28]=1)[CH2:6][OH:5], predict the reactants needed to synthesize it. The reactants are: C([O:5][CH2:6][CH:7]([NH:25][C:26](=[O:48])[C:27]1[CH:32]=[CH:31][C:30]([C:33]#[C:34][C:35]2[CH:40]=[CH:39][C:38]([CH2:41][N:42]3[CH2:47][CH2:46][O:45][CH2:44][CH2:43]3)=[CH:37][CH:36]=2)=[CH:29][CH:28]=1)[CH2:8][N:9]([O:17]C(OC(C)(C)C)=O)C(OC(C)(C)C)=O)(C)(C)C.Cl.O1CCOCC1. (3) Given the product [Br:8][C:4]1[N:3]=[C:2]([NH:1][C:15]([NH:14][C:12]([O:11][CH2:9][CH3:10])=[O:13])=[S:16])[CH:7]=[CH:6][CH:5]=1, predict the reactants needed to synthesize it. The reactants are: [NH2:1][C:2]1[CH:7]=[CH:6][CH:5]=[C:4]([Br:8])[N:3]=1.[CH2:9]([O:11][C:12]([N:14]=[C:15]=[S:16])=[O:13])[CH3:10]. (4) The reactants are: C[O:2][C:3](=[O:35])[CH2:4][C:5]1[CH:10]=[CH:9][C:8]([C:11]2[CH:16]=[CH:15][C:14]([N:17]3[C:21]([CH3:22])=[C:20]([NH:23][C:24]([O:26][C@@H:27]([C:29]4[CH:34]=[CH:33][CH:32]=[CH:31][CH:30]=4)[CH3:28])=[O:25])[N:19]=[N:18]3)=[CH:13][CH:12]=2)=[CH:7][CH:6]=1.C1COCC1.[Li+].[OH-].Cl. Given the product [CH3:22][C:21]1[N:17]([C:14]2[CH:13]=[CH:12][C:11]([C:8]3[CH:7]=[CH:6][C:5]([CH2:4][C:3]([OH:35])=[O:2])=[CH:10][CH:9]=3)=[CH:16][CH:15]=2)[N:18]=[N:19][C:20]=1[NH:23][C:24]([O:26][C@@H:27]([C:29]1[CH:34]=[CH:33][CH:32]=[CH:31][CH:30]=1)[CH3:28])=[O:25], predict the reactants needed to synthesize it. (5) The reactants are: [N+:1]([C:4]1[CH:15]=[CH:14][C:7]([CH2:8][C@@H:9]([C:11]([OH:13])=[O:12])[NH2:10])=[CH:6][CH:5]=1)([O-:3])=[O:2].O=S(Cl)Cl.[CH3:20]O. Given the product [NH2:10][CH:9]([CH2:8][C:7]1[CH:6]=[CH:5][C:4]([N+:1]([O-:3])=[O:2])=[CH:15][CH:14]=1)[C:11]([O:13][CH3:20])=[O:12], predict the reactants needed to synthesize it. (6) Given the product [Cl:1][C:2]1[N:7]=[CH:6][C:5]([NH:8][C:12]2[C:17]([C:18]3[N:23]=[C:22]([CH3:24])[N:21]=[C:20]([NH2:25])[N:19]=3)=[CH:16][C:15]([CH2:44][N:45]3[CH2:50][CH2:49][N:48]([S:51]([CH3:54])(=[O:52])=[O:53])[CH2:47][C@@H:46]3[CH3:55])=[CH:14][N:13]=2)=[CH:4][C:3]=1[O:9][CH3:10], predict the reactants needed to synthesize it. The reactants are: [Cl:1][C:2]1[N:7]=[CH:6][C:5]([NH2:8])=[CH:4][C:3]=1[O:9][CH3:10].F[C:12]1[C:17]([C:18]2[N:23]=[C:22]([CH3:24])[N:21]=[C:20]([N:25](CC3C=CC(OC)=CC=3)CC3C=CC(OC)=CC=3)[N:19]=2)=[CH:16][C:15]([CH2:44][N:45]2[CH2:50][CH2:49][N:48]([S:51]([CH3:54])(=[O:53])=[O:52])[CH2:47][C@@H:46]2[CH3:55])=[CH:14][N:13]=1. (7) Given the product [CH2:1]([C:9]1[CH:26]=[CH:25][C:12]([CH2:13][N:14]([C:16]([NH:18][CH2:19][C:20]([OH:22])=[O:21])=[O:17])[NH2:15])=[CH:11][CH:10]=1)[CH2:2][CH2:3][CH2:4][CH2:5][CH2:6][CH2:7][CH3:8], predict the reactants needed to synthesize it. The reactants are: [CH2:1]([C:9]1[CH:26]=[CH:25][C:12]([CH2:13][N:14]([C:16]([NH:18][CH2:19][C:20]([O:22]CC)=[O:21])=[O:17])[NH2:15])=[CH:11][CH:10]=1)[CH2:2][CH2:3][CH2:4][CH2:5][CH2:6][CH2:7][CH3:8].C(C1C=CC(NC(=O)NCCC(OCC)=O)=CC=1)CCCCCCC.